From a dataset of Reaction yield outcomes from USPTO patents with 853,638 reactions. Predict the reaction yield, written as a fraction of the theoretical maximum amount of product (1.0 means a 100% yield; for example, 0.34 means a 34% yield). (1) The reactants are [C:1](/[N:3]=[C:4](\SC)/[NH:5][C:6]1[CH:11]=[CH:10][C:9]([C:12]([N:14]2[CH2:19][CH2:18][O:17][CH2:16][CH2:15]2)=[O:13])=[CH:8][CH:7]=1)#[N:2].[NH2:22][NH2:23]. The catalyst is C(O)C. The product is [NH2:2][C:1]1[NH:23][N:22]=[C:4]([NH:5][C:6]2[CH:11]=[CH:10][C:9]([C:12]([N:14]3[CH2:19][CH2:18][O:17][CH2:16][CH2:15]3)=[O:13])=[CH:8][CH:7]=2)[N:3]=1. The yield is 0.860. (2) The reactants are [C:1]1([C:7]2[C:15]3[C:14]([NH:16][CH2:17][CH2:18][NH2:19])=[N:13][CH:12]=[N:11][C:10]=3[S:9][CH:8]=2)[CH:6]=[CH:5][CH:4]=[CH:3][CH:2]=1.[N+:20]([C:23]1[CH:24]=[C:25]([CH:28]=[CH:29][CH:30]=1)[CH:26]=O)([O-:22])=[O:21].C(O)(=O)C.[BH4-].[Na+]. The catalyst is C(OCC)(=O)C.O.C(O)C. The yield is 0.770. The product is [N+:20]([C:23]1[CH:24]=[C:25]([CH:28]=[CH:29][CH:30]=1)[CH2:26][NH:19][CH2:18][CH2:17][NH:16][C:14]1[C:15]2[C:7]([C:1]3[CH:2]=[CH:3][CH:4]=[CH:5][CH:6]=3)=[CH:8][S:9][C:10]=2[N:11]=[CH:12][N:13]=1)([O-:22])=[O:21]. (3) The reactants are [Cl:1][C:2]1[CH:31]=[CH:30][CH:29]=[C:28]([F:32])[C:3]=1[C:4]([NH:6][C:7]1[CH:16]=[C:15]2[C:10]([CH2:11][CH2:12][CH2:13][N:14]2[S:17]([C:20]2[CH:25]=[CH:24][C:23]([F:26])=[CH:22][CH:21]=2)(=[O:19])=[O:18])=[CH:9][C:8]=1C)=[O:5].[O-:33][Mn](=O)(=O)=O.[K+]. The catalyst is O1CCOCC1. The product is [Cl:1][C:2]1[CH:31]=[CH:30][CH:29]=[C:28]([F:32])[C:3]=1[C:4]([NH:6][C:7]1[CH:16]=[C:15]2[C:10]([C:11](=[O:33])[CH2:12][CH2:13][N:14]2[S:17]([C:20]2[CH:25]=[CH:24][C:23]([F:26])=[CH:22][CH:21]=2)(=[O:19])=[O:18])=[CH:9][CH:8]=1)=[O:5]. The yield is 0.240. (4) The catalyst is O.CN1C(=O)CCC1. The reactants are [Cl:1][C:2]1[CH:11]=[C:10]2[C:5]([C:6]([OH:12])=[CH:7][CH:8]=[N:9]2)=[CH:4][CH:3]=1.[Br:13][CH2:14][CH2:15][CH2:16][CH2:17][CH2:18]Br.Cl.C(OCC)C.C([O-])([O-])=O.[K+].[K+]. The product is [Br:13][CH2:14][CH2:15][CH2:16][CH2:17][CH2:18][O:12][C:6]1[C:5]2[C:10](=[CH:11][C:2]([Cl:1])=[CH:3][CH:4]=2)[N:9]=[CH:8][CH:7]=1. The yield is 0.120. (5) The reactants are [CH:1]1[C:10]2[C:5](=[CH:6][CH:7]=[CH:8][CH:9]=2)[CH:4]=[CH:3][C:2]=1[C:11]([OH:13])=O.[CH2:14]([O:16][C:17](=[O:36])[CH2:18][CH2:19][C:20]1[CH:25]=[CH:24][CH:23]=[C:22]([N:26]2[C:30]([NH2:31])=[CH:29][C:28]([C:32]([CH3:35])([CH3:34])[CH3:33])=[N:27]2)[CH:21]=1)[CH3:15]. The product is [CH2:14]([O:16][C:17](=[O:36])[CH2:18][CH2:19][C:20]1[CH:25]=[CH:24][CH:23]=[C:22]([N:26]2[C:30]([NH:31][C:11]([C:2]3[CH:3]=[CH:4][C:5]4[C:10](=[CH:9][CH:8]=[CH:7][CH:6]=4)[CH:1]=3)=[O:13])=[CH:29][C:28]([C:32]([CH3:35])([CH3:34])[CH3:33])=[N:27]2)[CH:21]=1)[CH3:15]. The yield is 0.380. The catalyst is O=S(Cl)Cl.C(Cl)Cl. (6) The reactants are Br[C:2]1[C:3]([C:24]2[CH:29]=[CH:28][N:27]=[CH:26][CH:25]=2)=[C:4]([C:17]2[CH:22]=[CH:21][CH:20]=[C:19]([Cl:23])[CH:18]=2)[N:5]([Si](C(C)C)(C(C)C)C(C)C)[CH:6]=1.[CH3:30][C:31]1[CH:36]=[CH:35][C:34]([C@H:37]2[CH2:45][N:44]3[C@H:39]([CH2:40][C:41](=O)[CH2:42][CH2:43]3)[CH2:38]2)=[CH:33][CH:32]=1.C(OCC)(=O)C.C(N)(C)C. The catalyst is CO. The product is [Cl:23][C:19]1[CH:18]=[C:17]([C:4]2[NH:5][CH:6]=[C:2]([C:41]3[CH2:42][CH2:43][N:44]4[C@H:39]([CH:40]=3)[CH2:38][C@@H:37]([C:34]3[CH:35]=[CH:36][C:31]([CH3:30])=[CH:32][CH:33]=3)[CH2:45]4)[C:3]=2[C:24]2[CH:29]=[CH:28][N:27]=[CH:26][CH:25]=2)[CH:22]=[CH:21][CH:20]=1. The yield is 0.230. (7) The reactants are [N:1]([C:4]1[CH:14]=[CH:13][C:7]([C:8]([O:10][CH2:11][CH3:12])=[O:9])=[CH:6][CH:5]=1)=[C:2]=[O:3].[Cl:15][C:16]1[CH:22]=[CH:21][C:19]([NH2:20])=[CH:18][C:17]=1[C:23]([F:26])([F:25])[F:24]. The catalyst is C(Cl)Cl. The product is [Cl:15][C:16]1[CH:22]=[CH:21][C:19]([NH:20][C:2]([NH:1][C:4]2[CH:14]=[CH:13][C:7]([C:8]([O:10][CH2:11][CH3:12])=[O:9])=[CH:6][CH:5]=2)=[O:3])=[CH:18][C:17]=1[C:23]([F:24])([F:25])[F:26]. The yield is 0.970. (8) The reactants are [Br:1][C:2]1[CH:3]=[CH:4][C:5]([CH3:8])=[N:6][CH:7]=1.C1C(=O)N([Br:16])C(=O)C1.C(OOC(=O)C1C=CC=CC=1)(=O)C1C=CC=CC=1. The catalyst is C(Cl)(Cl)(Cl)Cl. The product is [Br:1][C:2]1[CH:3]=[CH:4][C:5]([CH2:8][Br:16])=[N:6][CH:7]=1. The yield is 0.710.